From a dataset of Reaction yield outcomes from USPTO patents with 853,638 reactions. Predict the reaction yield, written as a fraction of the theoretical maximum amount of product (1.0 means a 100% yield; for example, 0.34 means a 34% yield). (1) The reactants are [C@:1]12([CH3:13])[C:7]([CH3:9])([CH3:8])[CH:4]([CH2:5][CH2:6]1)[CH2:3][CH:2]2[C:10](Cl)=[O:11].[I:14][C:15]1[CH:20]=[CH:19][C:18]([CH:21]([OH:26])[C:22]([CH3:25])([CH3:24])[CH3:23])=[C:17]([N+:27]([O-:29])=[O:28])[CH:16]=1. The catalyst is CN(C1C=CN=CC=1)C.ClCCl. The yield is 0.880. The product is [C@:1]12([CH3:13])[C:7]([CH3:9])([CH3:8])[CH:4]([CH2:5][CH2:6]1)[CH2:3][CH:2]2[C:10]([O:26][CH:21]([C:18]1[CH:19]=[CH:20][C:15]([I:14])=[CH:16][C:17]=1[N+:27]([O-:29])=[O:28])[C:22]([CH3:24])([CH3:25])[CH3:23])=[O:11]. (2) The reactants are [NH2:1][C:2]1[N:10]=[C:9](Cl)[N:8]=[C:7]2[C:3]=1[N:4]=[CH:5][N:6]2[CH2:12][C:13]1[CH:27]=[CH:26][C:16]([CH2:17][P:18](=[O:25])([O:22][CH2:23][CH3:24])[O:19][CH2:20][CH3:21])=[CH:15][CH:14]=1.[H-].[Na+].[CH3:30][O:31][CH2:32][CH2:33][OH:34]. The catalyst is O.CCOC(C)=O. The product is [NH2:1][C:2]1[N:10]=[C:9]([O:34][CH2:33][CH2:32][O:31][CH3:30])[N:8]=[C:7]2[C:3]=1[N:4]=[CH:5][N:6]2[CH2:12][C:13]1[CH:27]=[CH:26][C:16]([CH2:17][P:18](=[O:25])([O:22][CH2:23][CH3:24])[O:19][CH2:20][CH3:21])=[CH:15][CH:14]=1. The yield is 1.00. (3) The reactants are [CH3:1][O:2][C:3]1[N:4]=[CH:5][C:6]2[N:11]=[C:10]([N:12]=[C:13](SC)SC)[S:9][C:7]=2[N:8]=1.Cl.Cl.[NH2:20][CH2:21][C@@:22]1([OH:30])[CH:27]2[CH2:28][CH2:29][N:24]([CH2:25][CH2:26]2)[CH2:23]1.C(=O)([O-])[O-].[Cs+].[Cs+].O. The catalyst is CN(C=O)C. The product is [CH3:1][O:2][C:3]1[N:4]=[CH:5][C:6]2[N:11]=[C:10]([NH:12][C:13]3[O:30][C@:22]4([CH2:21][N:20]=3)[CH:27]3[CH2:28][CH2:29][N:24]([CH2:25][CH2:26]3)[CH2:23]4)[S:9][C:7]=2[N:8]=1. The yield is 0.640. (4) The reactants are [C:1]1([C:7]2[N:11]=[C:10]([N:12]3[CH2:17][CH2:16][NH:15][CH2:14][CH2:13]3)[S:9][N:8]=2)[CH:6]=[CH:5][CH:4]=[CH:3][CH:2]=1.C(N(CC)CC)C.[CH:25]1[C:30]([Cl:31])=[N:29][C:28]([Cl:32])=[CH:27][C:26]=1[N:33]=[C:34]=[O:35]. The catalyst is O1CCCC1. The product is [Cl:32][C:28]1[CH:27]=[C:26]([NH:33][C:34]([N:15]2[CH2:16][CH2:17][N:12]([C:10]3[S:9][N:8]=[C:7]([C:1]4[CH:2]=[CH:3][CH:4]=[CH:5][CH:6]=4)[N:11]=3)[CH2:13][CH2:14]2)=[O:35])[CH:25]=[C:30]([Cl:31])[N:29]=1. The yield is 0.811. (5) The reactants are Br[C:2]1[CH:7]=[C:6]([S:8]([CH3:11])(=[O:10])=[O:9])[CH:5]=[C:4]([Br:12])[C:3]=1[OH:13].[C:14]([CH:16]1[CH2:18][CH2:17]1)#[CH:15]. The catalyst is N1C=CC=CC=1. The product is [Br:12][C:4]1[C:3]2[O:13][C:14]([CH:16]3[CH2:18][CH2:17]3)=[CH:15][C:2]=2[CH:7]=[C:6]([S:8]([CH3:11])(=[O:10])=[O:9])[CH:5]=1. The yield is 0.530. (6) The reactants are C([O:4][CH2:5][C:6]1[CH:11]=[C:10]([CH2:12][O:13]C(=O)C)[CH:9]=[CH:8][C:7]=1[Br:17])(=O)C.C(OCC1C=CC=C(COC(=O)C)C=1Br)(=O)C.[OH-].[Na+]. The catalyst is CO. The product is [OH:4][CH2:5][C:6]1[CH:11]=[C:10]([CH2:12][OH:13])[CH:9]=[CH:8][C:7]=1[Br:17]. The yield is 0.837.